From a dataset of Reaction yield outcomes from USPTO patents with 853,638 reactions. Predict the reaction yield, written as a fraction of the theoretical maximum amount of product (1.0 means a 100% yield; for example, 0.34 means a 34% yield). (1) The product is [Br:20][CH2:12][C:7]1[CH:6]=[CH:5][C:4]([F:3])=[CH:11][C:8]=1[C:9]#[N:10]. The yield is 0.660. The reactants are N#N.[F:3][C:4]1[CH:5]=[CH:6][C:7]([CH3:12])=[C:8]([CH:11]=1)[C:9]#[N:10].C1C(=O)N([Br:20])C(=O)C1.CC(N=NC(C#N)(C)C)(C#N)C. The catalyst is C(Cl)(Cl)(Cl)Cl. (2) The reactants are F[C:2]1[CH:3]=[C:4]([CH2:19][CH2:20][OH:21])[CH:5]=[CH:6][C:7]=1[O:8][C:9]1[CH:10]=NC(C(F)(F)F)=N[CH:14]=1.[N:22]#[C:23][NH2:24].OS([C:29]([F:32])(F)F)(=O)=O.[CH2:33]1[CH2:37]OC[CH2:34]1. No catalyst specified. The product is [C:23](=[NH:24])([O:21][CH2:20][CH2:19][C:4]1[CH:3]=[CH:2][C:7]([O:8][C:9]2[CH:14]=[CH:34][C:33]([CH3:37])=[C:29]([F:32])[CH:10]=2)=[CH:6][CH:5]=1)[NH2:22]. The yield is 0.249.